Dataset: NCI-60 drug combinations with 297,098 pairs across 59 cell lines. Task: Regression. Given two drug SMILES strings and cell line genomic features, predict the synergy score measuring deviation from expected non-interaction effect. (1) Drug 1: CC1C(C(=O)NC(C(=O)N2CCCC2C(=O)N(CC(=O)N(C(C(=O)O1)C(C)C)C)C)C(C)C)NC(=O)C3=C4C(=C(C=C3)C)OC5=C(C(=O)C(=C(C5=N4)C(=O)NC6C(OC(=O)C(N(C(=O)CN(C(=O)C7CCCN7C(=O)C(NC6=O)C(C)C)C)C)C(C)C)C)N)C. Drug 2: CCCCC(=O)OCC(=O)C1(CC(C2=C(C1)C(=C3C(=C2O)C(=O)C4=C(C3=O)C=CC=C4OC)O)OC5CC(C(C(O5)C)O)NC(=O)C(F)(F)F)O. Cell line: T-47D. Synergy scores: CSS=66.9, Synergy_ZIP=11.8, Synergy_Bliss=11.3, Synergy_Loewe=7.29, Synergy_HSA=8.21. (2) Drug 1: CC1=CC=C(C=C1)C2=CC(=NN2C3=CC=C(C=C3)S(=O)(=O)N)C(F)(F)F. Drug 2: CC1=C(C(=O)C2=C(C1=O)N3CC4C(C3(C2COC(=O)N)OC)N4)N. Cell line: NCI-H322M. Synergy scores: CSS=-6.58, Synergy_ZIP=0.587, Synergy_Bliss=-1.97, Synergy_Loewe=-53.0, Synergy_HSA=-8.57. (3) Drug 1: C(CCl)NC(=O)N(CCCl)N=O. Drug 2: COCCOC1=C(C=C2C(=C1)C(=NC=N2)NC3=CC=CC(=C3)C#C)OCCOC.Cl. Cell line: PC-3. Synergy scores: CSS=8.38, Synergy_ZIP=-5.26, Synergy_Bliss=-3.34, Synergy_Loewe=0.508, Synergy_HSA=0.660. (4) Drug 1: C1=CC=C(C=C1)NC(=O)CCCCCCC(=O)NO. Cell line: IGROV1. Synergy scores: CSS=20.9, Synergy_ZIP=-5.60, Synergy_Bliss=-0.787, Synergy_Loewe=-8.13, Synergy_HSA=-0.0880. Drug 2: C1=CN(C=N1)CC(O)(P(=O)(O)O)P(=O)(O)O. (5) Drug 1: CN(C(=O)NC(C=O)C(C(C(CO)O)O)O)N=O. Drug 2: C1CCC(C(C1)N)N.C(=O)(C(=O)[O-])[O-].[Pt+4]. Cell line: HOP-92. Synergy scores: CSS=-9.44, Synergy_ZIP=2.25, Synergy_Bliss=-5.95, Synergy_Loewe=-22.1, Synergy_HSA=-14.7. (6) Drug 1: CCCS(=O)(=O)NC1=C(C(=C(C=C1)F)C(=O)C2=CNC3=C2C=C(C=N3)C4=CC=C(C=C4)Cl)F. Drug 2: C(CCl)NC(=O)N(CCCl)N=O. Cell line: OVCAR-5. Synergy scores: CSS=-4.68, Synergy_ZIP=3.61, Synergy_Bliss=-0.448, Synergy_Loewe=-6.98, Synergy_HSA=-6.57. (7) Drug 1: C1CC(CCC1OC2=C(C(=CC=C2)Cl)F)(CC3=NC(=CC=C3)NC4=NC=CS4)C(=O)O. Drug 2: CC1CC(C(C(C=C(C(C(C=CC=C(C(=O)NC2=CC(=O)C(=C(C1)C2=O)OC)C)OC)OC(=O)N)C)C)O)OC. Cell line: SK-OV-3. Synergy scores: CSS=54.5, Synergy_ZIP=9.05, Synergy_Bliss=9.06, Synergy_Loewe=4.26, Synergy_HSA=9.98. (8) Drug 1: CCCS(=O)(=O)NC1=C(C(=C(C=C1)F)C(=O)C2=CNC3=C2C=C(C=N3)C4=CC=C(C=C4)Cl)F. Drug 2: CCN(CC)CCNC(=O)C1=C(NC(=C1C)C=C2C3=C(C=CC(=C3)F)NC2=O)C. Cell line: TK-10. Synergy scores: CSS=9.52, Synergy_ZIP=0.459, Synergy_Bliss=2.56, Synergy_Loewe=-0.345, Synergy_HSA=-0.207. (9) Drug 1: CC(CN1CC(=O)NC(=O)C1)N2CC(=O)NC(=O)C2. Drug 2: CCC(=C(C1=CC=CC=C1)C2=CC=C(C=C2)OCCN(C)C)C3=CC=CC=C3.C(C(=O)O)C(CC(=O)O)(C(=O)O)O. Cell line: SNB-19. Synergy scores: CSS=12.1, Synergy_ZIP=-3.36, Synergy_Bliss=-0.470, Synergy_Loewe=-0.545, Synergy_HSA=-0.629.